From a dataset of Catalyst prediction with 721,799 reactions and 888 catalyst types from USPTO. Predict which catalyst facilitates the given reaction. (1) Reactant: [C:1]1([OH:11])[C:10]2[CH2:9][CH2:8][CH2:7][CH2:6][C:5]=2[CH:4]=[CH:3][CH:2]=1.[C:12](=O)([O-:14])[O-:13].[K+].[K+].C(=O)=O. Product: [OH:11][C:1]1[C:10]2[CH2:9][CH2:8][CH2:7][CH2:6][C:5]=2[CH:4]=[CH:3][C:2]=1[C:12]([OH:14])=[O:13]. The catalyst class is: 283. (2) Reactant: [CH3:1][O:2][C:3]1[CH:12]=[C:11]2[C:6]([CH2:7][CH:8]([CH:13]([CH3:15])[CH3:14])[N:9]=[CH:10]2)=[CH:5][C:4]=1[O:16][CH2:17][CH2:18][CH2:19][O:20][CH3:21].C(O[CH:25]=[C:26]([C:32](=[O:34])[CH3:33])[C:27]([O:29][CH2:30][CH3:31])=[O:28])C. Product: [CH3:1][O:2][C:3]1[C:4]([O:16][CH2:17][CH2:18][CH2:19][O:20][CH3:21])=[CH:5][C:6]2[CH2:7][CH:8]([CH:13]([CH3:15])[CH3:14])[N:9]3[CH:10]([CH2:33][C:32](=[O:34])[C:26]([C:27]([O:29][CH2:30][CH3:31])=[O:28])=[CH:25]3)[C:11]=2[CH:12]=1. The catalyst class is: 14. (3) Reactant: [F:1][C:2]1[C:3]2[CH:4]=[C:5]3[C:14]4[N:15]=[C:16]([C:19]5[C:20]([N:40]([CH3:45])[S:41]([CH3:44])(=[O:43])=[O:42])=[CH:21][C:22]6[O:26][C:25]([C:27]7[C:28]([O:33]C)=[N:29][CH:30]=[CH:31][CH:32]=7)=[C:24]([C:35]([NH:37][CH3:38])=[O:36])[C:23]=6[CH:39]=5)[CH:17]=[CH:18][C:13]=4[O:12][CH2:11][N:6]3[C:7]=2[CH:8]=[CH:9][CH:10]=1.[Na+].[I-]. Product: [F:1][C:2]1[C:3]2[CH:4]=[C:5]3[C:14]4[N:15]=[C:16]([C:19]5[C:20]([N:40]([CH3:45])[S:41]([CH3:44])(=[O:43])=[O:42])=[CH:21][C:22]6[O:26][C:25]([C:27]7[C:28]([OH:33])=[N:29][CH:30]=[CH:31][CH:32]=7)=[C:24]([C:35]([NH:37][CH3:38])=[O:36])[C:23]=6[CH:39]=5)[CH:17]=[CH:18][C:13]=4[O:12][CH2:11][N:6]3[C:7]=2[CH:8]=[CH:9][CH:10]=1. The catalyst class is: 52. (4) Reactant: [NH:1]1[CH:5]=[C:4]([C:6]2[N:11]=[C:10]([C:12]#[N:13])[CH:9]=[CH:8][CH:7]=2)[CH:3]=[N:2]1.C[O-].[Na+].[Cl-].[NH4+:18]. Product: [NH:1]1[CH:5]=[C:4]([C:6]2[N:11]=[C:10]([C:12](=[NH:18])[NH2:13])[CH:9]=[CH:8][CH:7]=2)[CH:3]=[N:2]1. The catalyst class is: 5. (5) Reactant: [P:1]([O:13][C:14]1[CH:19]=[CH:18][C:17]([C:20]2[C:29](=[O:30])[C:28]3[C:23](=[CH:24][C:25]([O:31][CH2:32][C:33]4[N:34]=[C:35]([C:38]5[CH:43]=[C:42]([F:44])[CH:41]=[C:40]([C:45]([F:48])([F:47])[F:46])[CH:39]=5)[O:36][CH:37]=4)=[CH:26][CH:27]=3)[O:22][CH:21]=2)=[CH:16][CH:15]=1)([O:8]C(C)(C)C)([O:3]C(C)(C)C)=[O:2].FC(F)(F)C(O)=O. Product: [P:1]([OH:3])([OH:8])([O:13][C:14]1[CH:19]=[CH:18][C:17]([C:20]2[C:29](=[O:30])[C:28]3[C:23](=[CH:24][C:25]([O:31][CH2:32][C:33]4[N:34]=[C:35]([C:38]5[CH:43]=[C:42]([F:44])[CH:41]=[C:40]([C:45]([F:46])([F:47])[F:48])[CH:39]=5)[O:36][CH:37]=4)=[CH:26][CH:27]=3)[O:22][CH:21]=2)=[CH:16][CH:15]=1)=[O:2]. The catalyst class is: 2. (6) Reactant: CN(C(ON1N=NC2C=CC=NC1=2)=[N+](C)C)C.F[P-](F)(F)(F)(F)F.Cl.Cl.[Cl:27][C:28]1[C:29]([F:54])=[C:30]([NH:34][C:35]2[C:44]3[C:39](=[CH:40][C:41]([O:52][CH3:53])=[C:42]([O:45][CH:46]4[CH2:51][CH2:50][NH:49][CH2:48][CH2:47]4)[CH:43]=3)[N:38]=[CH:37][N:36]=2)[CH:31]=[CH:32][CH:33]=1.C(N(C(C)C)CC)(C)C.[CH3:64][C:65]1[CH:69]=[C:68]([CH2:70][C:71](O)=[O:72])[O:67][N:66]=1. Product: [Cl:27][C:28]1[C:29]([F:54])=[C:30]([NH:34][C:35]2[C:44]3[C:39](=[CH:40][C:41]([O:52][CH3:53])=[C:42]([O:45][CH:46]4[CH2:47][CH2:48][N:49]([C:71](=[O:72])[CH2:70][C:68]5[O:67][N:66]=[C:65]([CH3:64])[CH:69]=5)[CH2:50][CH2:51]4)[CH:43]=3)[N:38]=[CH:37][N:36]=2)[CH:31]=[CH:32][CH:33]=1. The catalyst class is: 2. (7) The catalyst class is: 93. Reactant: [S:1]1[C:5]2[CH:6]=[CH:7][CH:8]=[CH:9][C:4]=2[N:3]=[C:2]1[CH:10]([C:12]1[CH:17]=[CH:16][CH:15]=[CH:14][CH:13]=1)[OH:11].O[CH:19]1[CH2:24][CH2:23][N:22]([CH3:25])[CH2:21][CH2:20]1.C1(C)C=CC(S(O)(=O)=O)=CC=1.[Na]. Product: [CH3:25][N:22]1[CH2:23][CH2:24][CH:19]([O:11][CH:10]([C:12]2[CH:17]=[CH:16][CH:15]=[CH:14][CH:13]=2)[C:2]2[S:1][C:5]3[CH:6]=[CH:7][CH:8]=[CH:9][C:4]=3[N:3]=2)[CH2:20][CH2:21]1.